From a dataset of Reaction yield outcomes from USPTO patents with 853,638 reactions. Predict the reaction yield, written as a fraction of the theoretical maximum amount of product (1.0 means a 100% yield; for example, 0.34 means a 34% yield). (1) The catalyst is C1C=CC([P]([Pd]([P](C2C=CC=CC=2)(C2C=CC=CC=2)C2C=CC=CC=2)([P](C2C=CC=CC=2)(C2C=CC=CC=2)C2C=CC=CC=2)[P](C2C=CC=CC=2)(C2C=CC=CC=2)C2C=CC=CC=2)(C2C=CC=CC=2)C2C=CC=CC=2)=CC=1. The reactants are Br[C:2]1[CH:3]=[C:4]([C:20]2[CH:25]=[CH:24][C:23]([C:26]([O:28][CH2:29][CH3:30])=[O:27])=[CH:22][CH:21]=2)[CH:5]=[CH:6][C:7]=1[O:8][CH2:9][CH2:10][CH2:11][O:12][Si:13]([C:16]([CH3:19])([CH3:18])[CH3:17])([CH3:15])[CH3:14].[CH2:31]([N:33]([CH2:43][CH3:44])[C:34]1[CH:39]=[CH:38][C:37](B(O)O)=[CH:36][CH:35]=1)[CH3:32]. The yield is 1.00. The product is [Si:13]([O:12][CH2:11][CH2:10][CH2:9][O:8][C:7]1[CH:6]=[CH:5][C:4]([C:20]2[CH:25]=[CH:24][C:23]([C:26]([O:28][CH2:29][CH3:30])=[O:27])=[CH:22][CH:21]=2)=[CH:3][C:2]=1[C:37]1[CH:38]=[CH:39][C:34]([N:33]([CH2:43][CH3:44])[CH2:31][CH3:32])=[CH:35][CH:36]=1)([C:16]([CH3:19])([CH3:18])[CH3:17])([CH3:15])[CH3:14]. (2) The reactants are O=[C:2]1[CH2:7][CH2:6][CH2:5][CH:4]([C:8]([O:10][CH2:11][CH3:12])=[O:9])[CH2:3]1.[C:13]([CH2:15][C:16]([O:18][CH2:19][CH3:20])=[O:17])#[N:14].CC(O)=O. The catalyst is C1(C)C=CC=CC=1. The product is [C:13]([C:15](=[C:2]1[CH2:7][CH2:6][CH2:5][CH:4]([C:8]([O:10][CH2:11][CH3:12])=[O:9])[CH2:3]1)[C:16]([O:18][CH2:19][CH3:20])=[O:17])#[N:14]. The yield is 0.730.